From a dataset of Reaction yield outcomes from USPTO patents with 853,638 reactions. Predict the reaction yield, written as a fraction of the theoretical maximum amount of product (1.0 means a 100% yield; for example, 0.34 means a 34% yield). The reactants are [CH:1]1([CH2:4][CH2:5][N:6]2[C:14]3[C:9](=[CH:10][CH:11]=[CH:12][CH:13]=3)[C:8]([C:17]3[C:25]([OH:26])=[CH:24][C:20]4[O:21][CH2:22][O:23][C:19]=4[CH:18]=3)([CH2:15]O)[C:7]2=[O:27])[CH2:3][CH2:2]1.C1(P(C2C=CC=CC=2)C2C=CC=CC=2)C=CC=CC=1.N(C(OCC)=O)=NC(OCC)=O. The catalyst is C1COCC1. The product is [CH:1]1([CH2:4][CH2:5][N:6]2[C:14]3[C:9](=[CH:10][CH:11]=[CH:12][CH:13]=3)[C:8]3([C:17]4=[CH:18][C:19]5[O:23][CH2:22][O:21][C:20]=5[CH:24]=[C:25]4[O:26][CH2:15]3)[C:7]2=[O:27])[CH2:3][CH2:2]1. The yield is 0.720.